This data is from Reaction yield outcomes from USPTO patents with 853,638 reactions. The task is: Predict the reaction yield, written as a fraction of the theoretical maximum amount of product (1.0 means a 100% yield; for example, 0.34 means a 34% yield). The reactants are [CH2:1]([O:3][C:4]1[N:14]=[CH:13][C:12]([S:15]([N:18]2[CH2:23][CH2:22][N:21]([CH2:24][CH3:25])[CH2:20][CH2:19]2)(=[O:17])=[O:16])=[CH:11][C:5]=1[C:6]([O:8]CC)=[O:7])[CH3:2].[OH-].[Na+]. The catalyst is C1(C)C=CC=CC=1.O. The product is [CH2:1]([O:3][C:4]1[N:14]=[CH:13][C:12]([S:15]([N:18]2[CH2:23][CH2:22][N:21]([CH2:24][CH3:25])[CH2:20][CH2:19]2)(=[O:16])=[O:17])=[CH:11][C:5]=1[C:6]([OH:8])=[O:7])[CH3:2]. The yield is 0.430.